From a dataset of Forward reaction prediction with 1.9M reactions from USPTO patents (1976-2016). Predict the product of the given reaction. (1) Given the reactants C(OC(=O)[NH:7][C:8]1[CH:13]=[CH:12][CH:11]=[C:10]([CH2:14][C:15](=[O:21])[N:16]([CH2:19][CH3:20])[CH2:17][CH3:18])[N:9]=1)(C)(C)C.FC(F)(F)C(O)=O, predict the reaction product. The product is: [NH2:7][C:8]1[N:9]=[C:10]([CH2:14][C:15]([N:16]([CH2:17][CH3:18])[CH2:19][CH3:20])=[O:21])[CH:11]=[CH:12][CH:13]=1. (2) Given the reactants [Cl:1][C:2]1[C:3]([CH3:13])=[CH:4][C:5]([N+:10]([O-])=O)=[C:6]([CH:9]=1)[NH:7][CH3:8].[BH4-].[Na+], predict the reaction product. The product is: [Cl:1][C:2]1[CH:9]=[C:6]([NH:7][CH3:8])[C:5]([NH2:10])=[CH:4][C:3]=1[CH3:13]. (3) Given the reactants [OH:1][CH:2]([C:6]1[CH:11]=[CH:10][C:9]([C:12]2[N:16]=[C:15]([C:17]3[O:21][N:20]=[C:19]([C:22]4[CH:27]=[CH:26][CH:25]=[CH:24][CH:23]=4)[C:18]=3[C:28]([F:31])([F:30])[F:29])[O:14][N:13]=2)=[CH:8][CH:7]=1)[C:3]([OH:5])=O.CN1CCOCC1.CN(C(O[N:47]1N=[N:54][C:49]2C=CC=N[C:48]1=2)=[N+](C)C)C.F[P-](F)(F)(F)(F)F.CCOC(C)=O, predict the reaction product. The product is: [C:48]([CH2:49][NH:54][C:3](=[O:5])[CH:2]([OH:1])[C:6]1[CH:7]=[CH:8][C:9]([C:12]2[N:16]=[C:15]([C:17]3[O:21][N:20]=[C:19]([C:22]4[CH:27]=[CH:26][CH:25]=[CH:24][CH:23]=4)[C:18]=3[C:28]([F:30])([F:31])[F:29])[O:14][N:13]=2)=[CH:10][CH:11]=1)#[N:47].